From a dataset of Catalyst prediction with 721,799 reactions and 888 catalyst types from USPTO. Predict which catalyst facilitates the given reaction. (1) Reactant: [NH:1]1[C:5]2[N:6]=[CH:7][CH:8]=[C:9]([CH:10]=[O:11])[C:4]=2[CH:3]=[CH:2]1.[H-].[Na+].I[CH3:15].[Cl-].[NH4+]. Product: [CH3:15][N:1]1[C:5]2[N:6]=[CH:7][CH:8]=[C:9]([CH:10]=[O:11])[C:4]=2[CH:3]=[CH:2]1. The catalyst class is: 18. (2) Reactant: [CH3:1][O:2][C:3]1[N:8]=[C:7]([N:9]2[CH:13]=[C:12]([CH3:14])[N:11]=[CH:10]2)[C:6]([N+:15]([O-])=O)=[CH:5][CH:4]=1.C1COCC1.C([O-])=O.[NH4+]. Product: [CH3:1][O:2][C:3]1[N:8]=[C:7]([N:9]2[CH:13]=[C:12]([CH3:14])[N:11]=[CH:10]2)[C:6]([NH2:15])=[CH:5][CH:4]=1. The catalyst class is: 43. (3) Reactant: [CH2:1]([NH2:5])[CH2:2][CH2:3][CH3:4].C(N=C=NC(C)C)(C)C.BrCC(O)=[O:18].[CH2:20]([NH:24][CH2:25][C:26]1[CH:31]=[CH:30][CH:29]=[C:28]([I:32])[CH:27]=1)[CH2:21]CC.Cl[C:34]([O:36][CH2:37][CH2:38][CH2:39][CH3:40])=[O:35].C([O-])([O-])=O.[K+].[K+]. Product: [I:32][C:28]1[CH:27]=[C:26]([CH:31]=[CH:30][CH:29]=1)[CH2:25][N:24]([CH2:20][C:21]([NH:5][CH2:1][CH2:2][CH2:3][CH3:4])=[O:18])[C:34](=[O:35])[O:36][CH2:37][CH2:38][CH2:39][CH3:40]. The catalyst class is: 34. (4) Reactant: [OH:1][C:2]1[N:7]=[CH:6][C:5]([NH:8][C:9](=[O:14])[C:10]([CH3:13])([CH3:12])[CH3:11])=[CH:4][CH:3]=1.[CH3:15][N:16]([C:20]1[CH:25]=[CH:24][CH:23]=[CH:22][CH:21]=1)[C:17](Cl)=[O:18].N12CCN(CC1)CC2.O. The catalyst class is: 9. Product: [CH3:12][C:10]([CH3:11])([CH3:13])[C:9]([NH:8][C:5]1[CH:4]=[CH:3][C:2]([O:1][C:17](=[O:18])[N:16]([CH3:15])[C:20]2[CH:25]=[CH:24][CH:23]=[CH:22][CH:21]=2)=[N:7][CH:6]=1)=[O:14]. (5) Reactant: FC(F)(F)C(O)=O.[CH:8]1([CH2:14][CH2:15][CH2:16][C@@H:17]([C:22]2[O:23][CH:24]=[C:25]([C:27]([O:29][CH2:30][CH3:31])=[O:28])[N:26]=2)[CH2:18][C:19]([OH:21])=O)[CH2:13][CH2:12][CH2:11][CH2:10][CH2:9]1.C(N1C=CN=C1)(N1C=CN=C1)=O.Cl.[CH2:45]([O:52][NH2:53])[C:46]1[CH:51]=[CH:50][CH:49]=[CH:48][CH:47]=1.C(N(CC)C(C)C)(C)C. Product: [CH2:45]([O:52][NH:53][C:19](=[O:21])[CH2:18][C@H:17]([C:22]1[O:23][CH:24]=[C:25]([C:27]([O:29][CH2:30][CH3:31])=[O:28])[N:26]=1)[CH2:16][CH2:15][CH2:14][CH:8]1[CH2:9][CH2:10][CH2:11][CH2:12][CH2:13]1)[C:46]1[CH:51]=[CH:50][CH:49]=[CH:48][CH:47]=1. The catalyst class is: 54. (6) Reactant: Cl.C(OC([N:9]1[CH2:14][CH2:13][CH:12]([O:15][C:16]2[CH:21]=[CH:20][C:19]([Cl:22])=[CH:18][C:17]=2[NH:23][C:24]([C:26]2[CH:27]=[N:28][N:29]3[CH:34]=[CH:33][CH:32]=[N:31][C:30]=23)=[O:25])[CH2:11][CH2:10]1)=O)(C)(C)C. Product: [ClH:22].[Cl:22][C:19]1[CH:20]=[CH:21][C:16]([O:15][CH:12]2[CH2:13][CH2:14][NH:9][CH2:10][CH2:11]2)=[C:17]([NH:23][C:24]([C:26]2[CH:27]=[N:28][N:29]3[CH:34]=[CH:33][CH:32]=[N:31][C:30]=23)=[O:25])[CH:18]=1. The catalyst class is: 4. (7) Reactant: [H-].[Na+].[CH3:3][C:4]1[N:8]=[C:7]([NH:9][C:10]2[CH:15]=[CH:14][CH:13]=[CH:12][N:11]=2)S[N:5]=1.[CH2:16]([O:18][C:19](=[O:28])[CH2:20][CH2:21][CH2:22][CH2:23][CH2:24][CH2:25][CH2:26]I)[CH3:17].[OH2:29]. Product: [CH3:3][C:4]1[N:8]=[C:7]([N:9]([C:10]2[CH:15]=[CH:14][CH:13]=[CH:12][N:11]=2)[CH2:26][CH2:25][CH2:24][CH2:23][CH2:22][CH2:21][CH2:20][C:19]([O:18][CH2:16][CH3:17])=[O:28])[O:29][N:5]=1. The catalyst class is: 3. (8) Reactant: [C:1]([NH:5][S:6]([C:9]1[CH:14]=[CH:13][C:12]([C:15]#[N:16])=[C:11]([CH3:17])[CH:10]=1)(=[O:8])=[O:7])([CH3:4])([CH3:3])[CH3:2].[CH3:18][Mg+].[Br-].CO.[BH4-].[Na+]. Product: [NH2:16][CH:15]([C:12]1[CH:13]=[CH:14][C:9]([S:6]([NH:5][C:1]([CH3:4])([CH3:3])[CH3:2])(=[O:8])=[O:7])=[CH:10][C:11]=1[CH3:17])[CH3:18]. The catalyst class is: 1. (9) Reactant: [CH:1]1([C:4]2[CH:5]=[C:6]([C@@H:16]([CH2:35][CH:36]3[CH2:41][CH2:40][O:39][CH2:38][CH2:37]3)[C:17]([NH:19][C:20]3[CH:25]=[N:24][C:23]([CH2:26][CH2:27][O:28]C4CCCCO4)=[CH:22][N:21]=3)=[O:18])[CH:7]=[CH:8][C:9]=2[S:10]([CH:13]2[CH2:15][CH2:14]2)(=[O:12])=[O:11])[CH2:3][CH2:2]1.Cl.O. Product: [CH:1]1([C:4]2[CH:5]=[C:6]([C@@H:16]([CH2:35][CH:36]3[CH2:41][CH2:40][O:39][CH2:38][CH2:37]3)[C:17]([NH:19][C:20]3[CH:25]=[N:24][C:23]([CH2:26][CH2:27][OH:28])=[CH:22][N:21]=3)=[O:18])[CH:7]=[CH:8][C:9]=2[S:10]([CH:13]2[CH2:14][CH2:15]2)(=[O:11])=[O:12])[CH2:3][CH2:2]1. The catalyst class is: 1.